The task is: Regression. Given two drug SMILES strings and cell line genomic features, predict the synergy score measuring deviation from expected non-interaction effect.. This data is from Merck oncology drug combination screen with 23,052 pairs across 39 cell lines. (1) Drug 1: O=C(CCCCCCC(=O)Nc1ccccc1)NO. Drug 2: C#Cc1cccc(Nc2ncnc3cc(OCCOC)c(OCCOC)cc23)c1. Cell line: HT144. Synergy scores: synergy=12.4. (2) Drug 1: CS(=O)(=O)CCNCc1ccc(-c2ccc3ncnc(Nc4ccc(OCc5cccc(F)c5)c(Cl)c4)c3c2)o1. Drug 2: C#Cc1cccc(Nc2ncnc3cc(OCCOC)c(OCCOC)cc23)c1. Cell line: LOVO. Synergy scores: synergy=-4.67. (3) Drug 1: CC1(c2nc3c(C(N)=O)cccc3[nH]2)CCCN1. Drug 2: CCC1(O)C(=O)OCc2c1cc1n(c2=O)Cc2cc3c(CN(C)C)c(O)ccc3nc2-1. Cell line: NCIH460. Synergy scores: synergy=-35.6. (4) Drug 1: CN1C(=O)C=CC2(C)C3CCC4(C)C(NC(=O)OCC(F)(F)F)CCC4C3CCC12. Drug 2: CCc1c2c(nc3ccc(O)cc13)-c1cc3c(c(=O)n1C2)COC(=O)C3(O)CC. Cell line: NCIH1650. Synergy scores: synergy=-14.4.